From a dataset of Forward reaction prediction with 1.9M reactions from USPTO patents (1976-2016). Predict the product of the given reaction. (1) Given the reactants FC(F)(F)[C:3]([C:5]1[N:6]=[C:7]([C:14]2[C:23]3[C:18](=[CH:19][CH:20]=[CH:21][CH:22]=3)[CH:17]=[CH:16][CH:15]=2)[N:8]2[CH:13]=[CH:12][CH:11]=[CH:10][C:9]=12)=[O:4].[OH-:26].[K+], predict the reaction product. The product is: [C:14]1([C:7]2[N:8]3[CH:13]=[CH:12][CH:11]=[CH:10][C:9]3=[C:5]([C:3]([OH:26])=[O:4])[N:6]=2)[C:23]2[C:18](=[CH:19][CH:20]=[CH:21][CH:22]=2)[CH:17]=[CH:16][CH:15]=1. (2) Given the reactants C(OC([N:8]1[CH2:17][C:16]2[N:15]=[C:14]3[S:18][C:19]([C:22](=[O:24])[NH2:23])=[C:20]([NH2:21])[C:13]3=[C:12]([C:25]3[S:26][CH:27]=[CH:28][CH:29]=3)[C:11]=2[CH2:10][CH2:9]1)=O)(C)(C)C.C(Cl)(=O)C.N, predict the reaction product. The product is: [NH2:21][C:20]1[C:13]2[C:14](=[N:15][C:16]3[CH2:17][NH:8][CH2:9][CH2:10][C:11]=3[C:12]=2[C:25]2[S:26][CH:27]=[CH:28][CH:29]=2)[S:18][C:19]=1[C:22]([NH2:23])=[O:24]. (3) Given the reactants [N+:1]([C:4]1[C:5]([N:10]2[CH2:15][CH2:14][C:13](=[CH:16][C:17]3[O:18][C:19]4[CH:25]=[CH:24][C:23](C5C=CC=CC=5)=[CH:22][C:20]=4[CH:21]=3)[CH2:12][CH2:11]2)=[N:6][CH:7]=[CH:8][CH:9]=1)([O-:3])=[O:2].[Cl:32]C1C=CC(O)=C(I)C=1, predict the reaction product. The product is: [N+:1]([C:4]1[C:5]([N:10]2[CH2:15][CH2:14][C:13](=[CH:16][C:17]3[O:18][C:19]4[CH:25]=[CH:24][C:23]([Cl:32])=[CH:22][C:20]=4[CH:21]=3)[CH2:12][CH2:11]2)=[N:6][CH:7]=[CH:8][CH:9]=1)([O-:3])=[O:2]. (4) The product is: [C:25]([NH:26][C:5]1[CH:6]=[C:7]([OH:35])[C:2](=[CH:3][CH:4]=1)[C:1]([OH:20])=[O:19])(=[O:21])[C:23]([CH3:24])=[CH2:22]. Given the reactants [C:1]([OH:20])(=[O:19])[CH2:2][CH2:3][CH2:4][CH2:5][CH2:6][CH2:7]C/C=C\CCCCCCCC.[OH2:21].[CH3:22][C:23](N=N[C:23]([C:25]#[N:26])([CH3:24])[CH3:22])([C:25]#[N:26])[CH3:24].[N+]([O-])([O-])=[O:35].[Na+], predict the reaction product. (5) Given the reactants [CH:1]1[C:6]([Cl:7])=[CH:5][C:4]2[C@:8]([C:18]([F:21])([F:20])[F:19])([C:13]#[C:14][CH:15]3[CH2:17][CH2:16]3)[O:9][C:10]([NH:12][C:3]=2[CH:2]=1)=[O:11].C(=O)([O-])[O-].[K+].[K+].[I-].[Na+].[C:30]([O:34][C:35](=[O:40])[CH2:36][CH2:37][CH2:38]Br)([CH3:33])([CH3:32])[CH3:31], predict the reaction product. The product is: [C:30]([O:34][C:35](=[O:40])[CH2:36][CH2:37][CH2:38][N:12]1[C:3]2[CH:2]=[CH:1][C:6]([Cl:7])=[CH:5][C:4]=2[C:8]([C:13]#[C:14][CH:15]2[CH2:16][CH2:17]2)([C:18]([F:20])([F:21])[F:19])[O:9][C:10]1=[O:11])([CH3:33])([CH3:32])[CH3:31]. (6) Given the reactants C(OC([NH:8][C:9]1[CH2:10][C:11]([C:33](O)=[O:34])=[CH:12][C:13]2[CH:19]=[CH:18][C:17]([C:20]3[CH:25]=[CH:24][C:23]([C:26]([N:28]4[CH2:32][CH2:31][CH2:30][CH2:29]4)=[O:27])=[CH:22][CH:21]=3)=[CH:16][C:14]=2[N:15]=1)=O)(C)(C)C.[Si]([O:43][CH2:44][CH2:45][NH:46][CH2:47][CH2:48][CH3:49])(C(C)(C)C)(C)C.C(NCCO)CC, predict the reaction product. The product is: [NH2:8][C:9]1[CH2:10][C:11]([C:33]([N:46]([CH2:45][CH2:44][OH:43])[CH2:47][CH2:48][CH3:49])=[O:34])=[CH:12][C:13]2[CH:19]=[CH:18][C:17]([C:20]3[CH:21]=[CH:22][C:23]([C:26]([N:28]4[CH2:32][CH2:31][CH2:30][CH2:29]4)=[O:27])=[CH:24][CH:25]=3)=[CH:16][C:14]=2[N:15]=1. (7) Given the reactants [C:1]([NH:4][C@@H:5]1[C@@H:10]([NH:11][C:12]([NH:21][C:22]([O:24][C:25]([CH3:28])([CH3:27])[CH3:26])=[O:23])=[N:13][C:14]([O:16][C:17]([CH3:20])([CH3:19])[CH3:18])=[O:15])[CH:9]=[C:8]([C:29]([O:31][CH3:32])=[O:30])[O:7][C@H:6]1[C@H:33]([OH:40])[C@H:34]1[CH2:38][O:37]C(=O)[O:35]1)(=[O:3])[CH3:2].N1C=CC=N1.C1N=CN(C(N2C=NC=C2)=O)C=1, predict the reaction product. The product is: [C:1]([NH:4][C@@H:5]1[C@@H:10]([NH:11][C:12]([NH:21][C:22]([O:24][C:25]([CH3:27])([CH3:28])[CH3:26])=[O:23])=[N:13][C:14]([O:16][C:17]([CH3:20])([CH3:19])[CH3:18])=[O:15])[CH:9]=[C:8]([C:29]([O:31][CH3:32])=[O:30])[O:7][C@H:6]1[C@H:33]([OH:40])[C@H:34]([OH:35])[CH2:38][OH:37])(=[O:3])[CH3:2]. (8) Given the reactants [CH2:1]([O:3][C:4]([C:6]1[C:7]([OH:23])=[C:8]2[C:15]([C:16]3[CH:21]=[CH:20][C:19]([F:22])=[CH:18][CH:17]=3)=[N:14][S:13][C:9]2=[C:10](Br)[N:11]=1)=[O:5])[CH3:2].[CH3:24][Si:25]([C:28]#[CH:29])([CH3:27])[CH3:26].C(N)(C)C, predict the reaction product. The product is: [CH2:1]([O:3][C:4]([C:6]1[C:7]([OH:23])=[C:8]2[C:15]([C:16]3[CH:21]=[CH:20][C:19]([F:22])=[CH:18][CH:17]=3)=[N:14][S:13][C:9]2=[C:10]([C:29]#[C:28][Si:25]([CH3:27])([CH3:26])[CH3:24])[N:11]=1)=[O:5])[CH3:2]. (9) Given the reactants [CH3:1][S:2]([C:5]1[CH:10]=[CH:9][C:8]([C:11]23[CH2:18][CH2:17][C:14](C(O)=O)([CH2:15][CH2:16]2)[CH2:13][CH2:12]3)=[CH:7][CH:6]=1)(=[O:4])=[O:3].C([N:24]([CH2:27]C)CC)C.C1(P(N=[N+]=[N-])(C2C=CC=CC=2)=[O:36])C=CC=CC=1.[C:46]([OH:50])([CH3:49])([CH3:48])[CH3:47], predict the reaction product. The product is: [CH3:1][S:2]([C:5]1[CH:10]=[CH:9][C:8]([C:11]23[CH2:18][CH2:17][C:14]([NH:24][C:27](=[O:36])[O:50][C:46]([CH3:49])([CH3:48])[CH3:47])([CH2:15][CH2:16]2)[CH2:13][CH2:12]3)=[CH:7][CH:6]=1)(=[O:4])=[O:3].